The task is: Predict the product of the given reaction.. This data is from Forward reaction prediction with 1.9M reactions from USPTO patents (1976-2016). (1) Given the reactants [CH2:1]([O:5][C:6]1[N:14]=[C:13]2[C:9]([N:10]=[C:11]([O:24][CH3:25])[N:12]2[CH2:15][CH:16]2[CH2:21][CH2:20]N(CC)CC2)=[C:8]([NH2:26])[N:7]=1)[CH2:2][CH2:3][CH3:4].C(OC1NC(N)=C2C(N=1)=NC(OC)=N2)CCC.[CH2:44]([N:46]1[CH2:51][CH2:50][CH:49](C(CC)CO)[CH2:48][CH2:47]1)[CH3:45], predict the reaction product. The product is: [CH2:1]([O:5][C:6]1[N:14]=[C:13]2[C:9]([N:10]=[C:11]([O:24][CH3:25])[N:12]2[CH2:15][CH2:16][CH2:21][CH2:20][CH:49]2[CH2:50][CH2:51][N:46]([CH2:44][CH3:45])[CH2:47][CH2:48]2)=[C:8]([NH2:26])[N:7]=1)[CH2:2][CH2:3][CH3:4]. (2) Given the reactants [OH:1][C@H:2]([CH2:8][CH2:9][CH2:10][CH2:11][CH2:12][CH2:13][CH2:14][CH2:15][CH2:16][CH2:17][CH2:18][CH2:19][CH3:20])[CH2:3][C:4]([O:6][CH3:7])=[O:5].C(N(CC)CC)C.[CH3:28][S:29](Cl)(=[O:31])=[O:30].Cl, predict the reaction product. The product is: [CH3:28][S:29]([O:1][C@H:2]([CH2:8][CH2:9][CH2:10][CH2:11][CH2:12][CH2:13][CH2:14][CH2:15][CH2:16][CH2:17][CH2:18][CH2:19][CH3:20])[CH2:3][C:4]([O:6][CH3:7])=[O:5])(=[O:31])=[O:30].